From a dataset of NCI-60 drug combinations with 297,098 pairs across 59 cell lines. Regression. Given two drug SMILES strings and cell line genomic features, predict the synergy score measuring deviation from expected non-interaction effect. Drug 1: C1=CC=C(C=C1)NC(=O)CCCCCCC(=O)NO. Drug 2: CNC(=O)C1=NC=CC(=C1)OC2=CC=C(C=C2)NC(=O)NC3=CC(=C(C=C3)Cl)C(F)(F)F. Cell line: ACHN. Synergy scores: CSS=10.8, Synergy_ZIP=-3.00, Synergy_Bliss=0.328, Synergy_Loewe=-8.75, Synergy_HSA=-2.39.